This data is from Peptide-MHC class I binding affinity with 185,985 pairs from IEDB/IMGT. The task is: Regression. Given a peptide amino acid sequence and an MHC pseudo amino acid sequence, predict their binding affinity value. This is MHC class I binding data. The peptide sequence is LSFDNRESL. The MHC is H-2-Kb with pseudo-sequence H-2-Kb. The binding affinity (normalized) is 0.126.